From a dataset of Reaction yield outcomes from USPTO patents with 853,638 reactions. Predict the reaction yield, written as a fraction of the theoretical maximum amount of product (1.0 means a 100% yield; for example, 0.34 means a 34% yield). (1) The reactants are Br[C:2]1[S:6][C:5]([C:7]2[CH:8]=[CH:9][C:10]([O:15][CH:16]([CH3:18])[CH3:17])=[C:11]([CH:14]=2)[C:12]#[N:13])=[N:4][N:3]=1.CC1(C)C(C)(C)OB([C:27]2[CH:28]=[C:29]3[C:34](=[CH:35][CH:36]=2)[CH2:33][N:32]([C:37]([O:39][C:40]([CH3:43])([CH3:42])[CH3:41])=[O:38])[CH2:31][CH2:30]3)O1. The catalyst is O1CCOCC1. The product is [C:12]([C:11]1[CH:14]=[C:7]([C:5]2[S:6][C:2]([C:27]3[CH:28]=[C:29]4[C:34](=[CH:35][CH:36]=3)[CH2:33][N:32]([C:37]([O:39][C:40]([CH3:43])([CH3:42])[CH3:41])=[O:38])[CH2:31][CH2:30]4)=[N:3][N:4]=2)[CH:8]=[CH:9][C:10]=1[O:15][CH:16]([CH3:18])[CH3:17])#[N:13]. The yield is 0.500. (2) The reactants are [CH3:1]C(C)([O-])C.[K+].[CH3:7][O:8][CH2:9][C@@:10]12[C@@H:27]3[C@H:18]([C@H:19]4[C@@:23]([CH2:25][CH2:26]3)([CH3:24])[C:22](=O)[CH2:21][CH2:20]4)[CH2:17][CH2:16][C@H:15]1[CH2:14][C@H:13]([O:29][CH2:30][O:31][CH3:32])[CH2:12][CH2:11]2.C=P(C1C=CC=CC=1)(C1C=CC=CC=1)C1C=CC=CC=1.O. The catalyst is [Br-].C[P+](C1C=CC=CC=1)(C1C=CC=CC=1)C1C=CC=CC=1.C1COCC1. The product is [CH3:7][O:8][CH2:9][C@@:10]12[C@@H:27]3[C@H:18]([C@H:19]4[C@@:23]([CH2:25][CH2:26]3)([CH3:24])[C:22](=[CH2:1])[CH2:21][CH2:20]4)[CH2:17][CH2:16][C@H:15]1[CH2:14][C@H:13]([O:29][CH2:30][O:31][CH3:32])[CH2:12][CH2:11]2. The yield is 0.920. (3) The reactants are [Cl:1][C:2]1[CH:7]=[CH:6][CH:5]=[CH:4][C:3]=1[C:8]1[C:9]([C:14]2[CH:19]=[CH:18][C:17]([Cl:20])=[CH:16][CH:15]=2)=[C:10]([NH2:13])[NH:11][N:12]=1.[Na].C([O:24][C:25](=O)[C:26]([CH3:29])=[CH:27]O)C.C(OCC)C. The catalyst is C(O)(=O)C. The product is [Cl:20][C:17]1[CH:16]=[CH:15][C:14]([C:9]2[C:8]([C:3]3[CH:4]=[CH:5][CH:6]=[CH:7][C:2]=3[Cl:1])=[N:12][N:11]3[C:25]([OH:24])=[C:26]([CH3:29])[CH:27]=[N:13][C:10]=23)=[CH:19][CH:18]=1. The yield is 0.300. (4) The reactants are C[O:2][C:3]1[CH:8]=[CH:7][C:6]([C:9]2[CH:10]=[C:11]3[C:15](=[CH:16][CH:17]=2)[N:14]([CH3:18])[C:13]([C:19]2[CH:24]=[CH:23][CH:22]=[CH:21][CH:20]=2)=[C:12]3[CH3:25])=[CH:5][CH:4]=1.B(Br)(Br)Br. The catalyst is C(Cl)Cl. The product is [CH3:18][N:14]1[C:15]2[C:11](=[CH:10][C:9]([C:6]3[CH:7]=[CH:8][C:3]([OH:2])=[CH:4][CH:5]=3)=[CH:17][CH:16]=2)[C:12]([CH3:25])=[C:13]1[C:19]1[CH:24]=[CH:23][CH:22]=[CH:21][CH:20]=1. The yield is 0.900.